Dataset: Forward reaction prediction with 1.9M reactions from USPTO patents (1976-2016). Task: Predict the product of the given reaction. (1) Given the reactants [Cl:1][C:2]1[CH:3]=[C:4]([N:8]2[C:13](=[O:14])[C:12](OS(C3C=CC(C)=CC=3)(=O)=O)=[C:11]([C:26]3[CH:31]=[CH:30][C:29]([S:32]([CH3:35])(=[O:34])=[O:33])=[CH:28][CH:27]=3)[CH:10]=[N:9]2)[CH:5]=[CH:6][CH:7]=1.[C:36]1(C)[C:41]([SH:42])=[CH:40][CH:39]=[CH:38][CH:37]=1.[C:44]([O-])([O-])=O.[K+].[K+].O, predict the reaction product. The product is: [Cl:1][C:2]1[CH:3]=[C:4]([N:8]2[C:13](=[O:14])[C:12]([S:42][C:41]3[CH:36]=[CH:37][C:38]([CH3:44])=[CH:39][CH:40]=3)=[C:11]([C:26]3[CH:31]=[CH:30][C:29]([S:32]([CH3:35])(=[O:34])=[O:33])=[CH:28][CH:27]=3)[CH:10]=[N:9]2)[CH:5]=[CH:6][CH:7]=1. (2) Given the reactants [OH:1][C:2]1[CH:7]=[CH:6][C:5]([CH:8]([CH3:12])[C:9]([OH:11])=[O:10])=[CH:4][C:3]=1[N+:13]([O-])=O, predict the reaction product. The product is: [NH2:13][C:3]1[CH:4]=[C:5]([CH:8]([CH3:12])[C:9]([OH:11])=[O:10])[CH:6]=[CH:7][C:2]=1[OH:1]. (3) Given the reactants [Cl:1][C:2]1[C:10]2[N:9]=[C:8]([NH:11][C:12]3[C:17]([CH3:18])=[CH:16][C:15](Cl)=[CH:14][C:13]=3[O:20][CH3:21])[N:7]([CH:22](CC)[CH2:23]O)[C:6]=2[C:5]([CH:27]([CH2:30][CH3:31])[CH2:28][CH3:29])=[CH:4][CH:3]=1.CS(Cl)(=O)=O.[C:37](=O)([O-])[O-].[K+].[K+].N1C=CC=[CH:45][CH:44]=1, predict the reaction product. The product is: [Cl:1][C:2]1[C:10]2[N:9]=[C:8]3[N:11]([C:12]4[C:17]([CH3:18])=[CH:16][C:15]([CH3:37])=[CH:14][C:13]=4[O:20][CH3:21])[CH2:44][CH2:45][CH2:23][CH2:22][N:7]3[C:6]=2[C:5]([CH:27]([CH2:30][CH3:31])[CH2:28][CH3:29])=[CH:4][CH:3]=1.